Predict which catalyst facilitates the given reaction. From a dataset of Catalyst prediction with 721,799 reactions and 888 catalyst types from USPTO. (1) Reactant: C([O:3][C:4](=[O:16])[CH2:5][CH:6]1[CH2:14][CH:13]2[N:9]([C:10](=[O:15])[CH2:11][CH2:12]2)[CH2:8][CH2:7]1)C.[OH-].[Na+]. Product: [O:15]=[C:10]1[N:9]2[CH:13]([CH2:14][CH:6]([CH2:5][C:4]([OH:16])=[O:3])[CH2:7][CH2:8]2)[CH2:12][CH2:11]1. The catalyst class is: 1. (2) Reactant: [I:1]N1C(=O)CCC1=O.[Cl:9][C:10]1[CH:11]=[CH:12][C:13]([CH3:32])=[C:14]([C:16]2[NH:17][C:18]([C:24]3[CH:29]=[CH:28][N:27]=[C:26]([NH:30][CH3:31])[N:25]=3)=[CH:19][C:20]=2[C:21]([NH2:23])=[O:22])[CH:15]=1.O. Product: [Cl:9][C:10]1[CH:11]=[CH:12][C:13]([CH3:32])=[C:14]([C:16]2[NH:17][C:18]([C:24]3[CH:29]=[CH:28][N:27]=[C:26]([NH:30][CH3:31])[N:25]=3)=[C:19]([I:1])[C:20]=2[C:21]([NH2:23])=[O:22])[CH:15]=1. The catalyst class is: 3. (3) Reactant: C(=O)([O-])[O-].[K+].[K+].Cl[C:8]1[N:13]=[C:12]2[N:14]([CH3:18])[N:15]=[C:16]([CH3:17])[C:11]2=[CH:10][C:9]=1[CH:19]=[O:20].[CH2:21]([NH:23][CH2:24][C@@H:25]1[CH2:29][CH2:28][CH2:27][O:26]1)[CH3:22].O. Product: [CH2:21]([N:23]([CH2:24][C@@H:25]1[CH2:29][CH2:28][CH2:27][O:26]1)[C:8]1[N:13]=[C:12]2[N:14]([CH3:18])[N:15]=[C:16]([CH3:17])[C:11]2=[CH:10][C:9]=1[CH:19]=[O:20])[CH3:22]. The catalyst class is: 42. (4) Reactant: F[C:2]1[CH:3]=[C:4]([CH3:12])[CH:5]=[C:6]([F:11])[C:7]=1[N+:8]([O-:10])=[O:9].C(N(C(C)C)CC)(C)C.Cl.Cl.[CH3:24][O:25][C@H:26]1[CH2:31][CH2:30][C@H:29]([N:32]2[CH2:37][CH2:36][CH:35]([NH2:38])[CH2:34][CH2:33]2)[CH2:28][CH2:27]1. Product: [F:11][C:6]1[C:7]([N+:8]([O-:10])=[O:9])=[C:2]([NH:38][CH:35]2[CH2:34][CH2:33][N:32]([C@H:29]3[CH2:30][CH2:31][C@H:26]([O:25][CH3:24])[CH2:27][CH2:28]3)[CH2:37][CH2:36]2)[CH:3]=[C:4]([CH3:12])[CH:5]=1. The catalyst class is: 42.